From a dataset of Full USPTO retrosynthesis dataset with 1.9M reactions from patents (1976-2016). Predict the reactants needed to synthesize the given product. (1) Given the product [CH2:1]([O:8][C:9](=[O:10])[NH:11][C@H:12]([C:25]1[CH:26]=[CH:27][CH:28]=[CH:29][CH:30]=1)[CH2:13][C:31]#[N:32])[C:2]1[CH:3]=[CH:4][CH:5]=[CH:6][CH:7]=1, predict the reactants needed to synthesize it. The reactants are: [CH2:1]([O:8][C:9]([NH:11][C@H:12]([C:25]1[CH:30]=[CH:29][CH:28]=[CH:27][CH:26]=1)[CH2:13]OS(C1C=CC(C)=CC=1)(=O)=O)=[O:10])[C:2]1[CH:7]=[CH:6][CH:5]=[CH:4][CH:3]=1.[C-:31]#[N:32].[K+]. (2) The reactants are: [OH-:1].[Na+].[F:3][C:4]1[CH:5]=[C:6]2[C:10](=[CH:11][CH:12]=1)[NH:9][C:8](=[O:13])[C:7]2=O.[N:15]([O-])=O.[Na+].CCOCC. Given the product [F:3][C:4]1[CH:5]=[C:6]2[C:10](=[CH:11][CH:12]=1)[NH:9][N:15]=[C:7]2[C:8]([OH:13])=[O:1], predict the reactants needed to synthesize it. (3) Given the product [CH2:30]([N:12]1[C:13]2[CH2:1][N:2]([C:14]3[N:15]=[CH:16][C:17]([C:20]([O:22][CH3:23])=[O:21])=[CH:18][N:19]=3)[CH2:3][CH2:4][C:5]=2[C:6]2[C:11]1=[CH:10][CH:9]=[CH:8][CH:7]=2)[C:31]1[CH:36]=[CH:35][CH:34]=[CH:33][CH:32]=1, predict the reactants needed to synthesize it. The reactants are: [CH2:1]1[C:13]2[NH:12][C:11]3[C:6](=[CH:7][CH:8]=[CH:9][CH:10]=3)[C:5]=2[CH2:4][CH2:3][N:2]1[C:14]1[N:19]=[CH:18][C:17]([C:20]([O:22][CH3:23])=[O:21])=[CH:16][N:15]=1.CC(C)([O-])C.[K+].[CH2:30](Br)[C:31]1[CH:36]=[CH:35][CH:34]=[CH:33][CH:32]=1. (4) Given the product [N:17]1[CH:16]=[N:18][N:23]=[C:1]([C:3]2[CH:4]=[CH:5][C:6]([C:9]([OH:11])=[O:10])=[CH:7][N:8]=2)[N:2]=1, predict the reactants needed to synthesize it. The reactants are: [C:1]([C:3]1[N:8]=[CH:7][C:6]([C:9]([OH:11])=[O:10])=[CH:5][CH:4]=1)#[N:2].C(O)(=O)C.[CH:16]([NH2:18])=[NH:17].O.NN.Cl.[NH:23]1C=CN=NN1.ClC1C(=O)C(Cl)=C(Cl)C(=O)C=1Cl. (5) Given the product [CH3:28][O:27][C:25](=[O:26])[C:24]1[CH:23]=[CH:22][C:21]([C:14]2[CH:15]=[N:16][C:2]([NH2:1])=[C:3]([C:4](=[O:5])[NH:6][C:7]3[CH:12]=[CH:11][N:10]=[CH:9][CH:8]=3)[CH:13]=2)=[CH:20][C:19]=1[F:18], predict the reactants needed to synthesize it. The reactants are: [NH2:1][C:2]1[N:16]=[CH:15][C:14](Br)=[CH:13][C:3]=1[C:4]([NH:6][C:7]1[CH:12]=[CH:11][N:10]=[CH:9][CH:8]=1)=[O:5].[F:18][C:19]1[CH:20]=[C:21](B(O)O)[CH:22]=[CH:23][C:24]=1[C:25]([O:27][CH3:28])=[O:26]. (6) Given the product [NH2:1][C:2]1[N:7]=[C:6]([NH2:8])[N:5]=[C:4]([O:18][CH2:11][C:12]2[CH:17]=[CH:16][CH:15]=[CH:14][CH:13]=2)[N:3]=1, predict the reactants needed to synthesize it. The reactants are: [NH2:1][C:2]1[N:7]=[C:6]([NH2:8])[N:5]=[C:4](Cl)[N:3]=1.[Na].[CH2:11]([OH:18])[C:12]1[CH:17]=[CH:16][CH:15]=[CH:14][CH:13]=1. (7) Given the product [CH2:19]([O:20][CH2:4][C:5]1([OH:3])[CH2:10][CH2:9][N:8]([C:11]([O:13][C:14]([CH3:17])([CH3:16])[CH3:15])=[O:12])[CH2:7][CH2:6]1)[CH3:18], predict the reactants needed to synthesize it. The reactants are: [H-].[Na+].[O:3]1[C:5]2([CH2:10][CH2:9][N:8]([C:11]([O:13][C:14]([CH3:17])([CH3:16])[CH3:15])=[O:12])[CH2:7][CH2:6]2)[CH2:4]1.[CH3:18][CH2:19][OH:20].